Dataset: Forward reaction prediction with 1.9M reactions from USPTO patents (1976-2016). Task: Predict the product of the given reaction. Given the reactants C([O:3][C:4](=[O:23])[C:5]([O:15][C:16]1[CH:21]=[CH:20][C:19]([CH3:22])=[CH:18][CH:17]=1)([CH3:14])[CH2:6][C:7]1[CH:12]=[CH:11][C:10]([OH:13])=[CH:9][CH:8]=1)C.[CH3:24][C:25]1[O:29][C:28]([C:30]2[CH:35]=[CH:34][C:33]([C:36]3[CH:41]=[CH:40][CH:39]=[CH:38][CH:37]=3)=[CH:32][CH:31]=2)=[N:27][C:26]=1[CH2:42][CH2:43]OS(C1C=CC(C)=CC=1)(=O)=O.C([O-])([O-])=O.[K+].[K+].[OH-].[Na+], predict the reaction product. The product is: [C:33]1([C:36]2[CH:37]=[CH:38][CH:39]=[CH:40][CH:41]=2)[CH:34]=[CH:35][C:30]([C:28]2[O:29][C:25]([CH3:24])=[C:26]([CH2:42][CH2:43][O:13][C:10]3[CH:9]=[CH:8][C:7]([CH2:6][C:5]([CH3:14])([O:15][C:16]4[CH:17]=[CH:18][C:19]([CH3:22])=[CH:20][CH:21]=4)[C:4]([OH:3])=[O:23])=[CH:12][CH:11]=3)[N:27]=2)=[CH:31][CH:32]=1.